From a dataset of Full USPTO retrosynthesis dataset with 1.9M reactions from patents (1976-2016). Predict the reactants needed to synthesize the given product. (1) Given the product [I:15][C:11]1[CH:10]=[C:9]([CH:14]=[CH:13][CH:12]=1)[CH2:8][O:33][C:30]1[CH:31]=[CH:32][C:27]([CH:26]([C:34]2[CH:35]=[CH:36][C:37]([F:40])=[CH:38][CH:39]=2)[CH2:25][C:24]([O:23][CH2:21][CH3:22])=[O:41])=[CH:28][CH:29]=1, predict the reactants needed to synthesize it. The reactants are: C([O-])([O-])=O.[Cs+].[Cs+].Br[CH2:8][C:9]1[CH:14]=[CH:13][CH:12]=[C:11]([I:15])[CH:10]=1.CN(C=O)C.[CH2:21]([O:23][C:24](=[O:41])[CH2:25][CH:26]([C:34]1[CH:39]=[CH:38][C:37]([F:40])=[CH:36][CH:35]=1)[C:27]1[CH:32]=[CH:31][C:30]([OH:33])=[CH:29][CH:28]=1)[CH3:22]. (2) The reactants are: [NH2:1][C:2]1[N:7]=[CH:6][C:5]([OH:8])=[CH:4][CH:3]=1.C([O-])([O-])=O.[K+].[K+].Br[CH:16]1[CH2:20][CH2:19][CH2:18][CH2:17]1. Given the product [CH:16]1([O:8][C:5]2[CH:4]=[CH:3][C:2]([NH2:1])=[N:7][CH:6]=2)[CH2:20][CH2:19][CH2:18][CH2:17]1, predict the reactants needed to synthesize it. (3) Given the product [S:13](=[O:15])(=[O:14])([O:11][CH2:10][CH2:9][CH2:8][C:5]1[CH:4]=[CH:3][C:2]([Br:1])=[CH:7][CH:6]=1)[NH2:16], predict the reactants needed to synthesize it. The reactants are: [Br:1][C:2]1[CH:7]=[CH:6][C:5]([CH2:8][CH2:9][CH2:10][OH:11])=[CH:4][CH:3]=1.Cl[S:13]([N:16]=C=O)(=[O:15])=[O:14].C(O)=O.CCN(CC)CC. (4) The reactants are: [CH2:1]([S:3]([N:6]1[CH2:11][CH2:10][CH:9]([C:12]2[C:20]3[C:15](=[C:16]([C:29]#[N:30])[CH:17]=[C:18]([O:21][C:22]4[CH:27]=[CH:26][C:25]([CH3:28])=[CH:24][CH:23]=4)[CH:19]=3)[NH:14][CH:13]=2)[CH2:8][CH2:7]1)(=[O:5])=[O:4])[CH3:2].B1([O-])O[O:32]1.O.O.O.O.[Na+]. Given the product [CH2:1]([S:3]([N:6]1[CH2:11][CH2:10][CH:9]([C:12]2[C:20]3[C:15](=[C:16]([C:29]([NH2:30])=[O:32])[CH:17]=[C:18]([O:21][C:22]4[CH:23]=[CH:24][C:25]([CH3:28])=[CH:26][CH:27]=4)[CH:19]=3)[NH:14][CH:13]=2)[CH2:8][CH2:7]1)(=[O:5])=[O:4])[CH3:2], predict the reactants needed to synthesize it. (5) Given the product [CH3:31][C@@:7]12[CH2:8][CH2:9][C@@H:10]3[C@:15]([CH3:28])([CH2:14][CH2:13][CH2:12][C:11]3([CH3:29])[CH3:30])[C@H:16]1[CH2:17][S:18](=[O:26])(=[O:27])[C:19]1[C:6]2=[C:5]([C:3]([OH:4])=[O:2])[CH:22]=[C:21]([C:23]([OH:25])=[O:24])[CH:20]=1, predict the reactants needed to synthesize it. The reactants are: C[O:2][C:3]([C:5]1[CH:22]=[C:21]([C:23]([OH:25])=[O:24])[CH:20]=[C:19]2[C:6]=1[C@@:7]1([CH3:31])[C@H:16]([CH2:17][S:18]2(=[O:27])=[O:26])[C@:15]2([CH3:28])[C@H:10]([C:11]([CH3:30])([CH3:29])[CH2:12][CH2:13][CH2:14]2)[CH2:9][CH2:8]1)=[O:4].O[Li].O.